From a dataset of Reaction yield outcomes from USPTO patents with 853,638 reactions. Predict the reaction yield, written as a fraction of the theoretical maximum amount of product (1.0 means a 100% yield; for example, 0.34 means a 34% yield). (1) The reactants are [CH2:1]([Mg]Br)[C:2]1[CH:7]=[CH:6][CH:5]=[CH:4][CH:3]=1.[CH3:10][C:11]1[CH2:16][CH:15]([CH3:17])[CH2:14][C:13](=[O:18])[CH:12]=1. The catalyst is C(OCC)C.Cl[Cu]. The product is [CH2:1]([C:11]1([CH3:10])[CH2:16][CH:15]([CH3:17])[CH2:14][C:13](=[O:18])[CH2:12]1)[C:2]1[CH:7]=[CH:6][CH:5]=[CH:4][CH:3]=1. The yield is 0.530. (2) The reactants are ClC1C=C(Cl)C=C(Cl)C=1[O:10][C:11](=O)[CH2:12][C:13](OC1C(Cl)=CC(Cl)=CC=1Cl)=[O:14].[NH2:26]/[C:27](/[CH3:34])=[CH:28]\[C:29]([O:31][CH2:32][CH3:33])=[O:30]. The catalyst is BrC1C=CC=CC=1.CCOC(C)=O. The product is [CH2:32]([O:31][C:29](=[O:30])[C:28]1[C:11]([OH:10])=[CH:12][C:13]([OH:14])=[N:26][C:27]=1[CH3:34])[CH3:33]. The yield is 0.860. (3) The reactants are [C:1]([C:3]1[C:4]([C:9]2[CH:14]=[CH:13][CH:12]=[CH:11][CH:10]=2)=[N:5][O:6][C:7]=1[CH3:8])#[CH:2].Br[C:16]1[S:17][C:18]([C:21]([O:23][CH3:24])=[O:22])=[CH:19][N:20]=1. No catalyst specified. The product is [CH3:24][O:23][C:21]([C:18]1[S:17][C:16]([C:2]#[C:1][C:3]2[C:4]([C:9]3[CH:14]=[CH:13][CH:12]=[CH:11][CH:10]=3)=[N:5][O:6][C:7]=2[CH3:8])=[N:20][CH:19]=1)=[O:22]. The yield is 0.860. (4) The reactants are [Cl:1][C:2]1[N:7]=[C:6]([N+:8]([O-])=O)[C:5]([NH2:11])=[CH:4][CH:3]=1. The catalyst is [Ni].CO. The product is [Cl:1][C:2]1[N:7]=[C:6]([NH2:8])[C:5]([NH2:11])=[CH:4][CH:3]=1. The yield is 0.956.